From a dataset of Forward reaction prediction with 1.9M reactions from USPTO patents (1976-2016). Predict the product of the given reaction. (1) Given the reactants [Cl:1][C:2]1[CH:14]=[CH:13][C:12](B2OC(C)(C)C(C)(C)O2)=[CH:11][C:3]=1[C:4]([O:6][C:7]([CH3:10])([CH3:9])[CH3:8])=[O:5].Cl[C:25]1[C:30]([C:31]([O:33][CH3:34])=[O:32])=[CH:29][C:28]([Cl:35])=[CH:27][N:26]=1, predict the reaction product. The product is: [Cl:35][C:28]1[CH:29]=[C:30]([C:31]([O:33][CH3:34])=[O:32])[C:25]([C:12]2[CH:13]=[CH:14][C:2]([Cl:1])=[C:3]([C:4]([O:6][C:7]([CH3:8])([CH3:9])[CH3:10])=[O:5])[CH:11]=2)=[N:26][CH:27]=1. (2) Given the reactants [CH3:1][C:2]([C:5]1[CH:6]=[C:7]([S:16][C:17]([S:20][C:21]2[CH:34]=[C:33]([C:35]([CH3:38])([CH3:37])[CH3:36])[C:24]([O:25][CH2:26][CH2:27][CH2:28][C:29]([O:31]C)=[O:30])=[C:23]([C:39]([CH3:42])([CH3:41])[CH3:40])[CH:22]=2)([CH3:19])[CH3:18])[CH:8]=[C:9]([C:12]([CH3:15])([CH3:14])[CH3:13])[C:10]=1[OH:11])([CH3:4])[CH3:3].O.[OH-].[Li+], predict the reaction product. The product is: [CH3:4][C:2]([C:5]1[CH:6]=[C:7]([S:16][C:17]([S:20][C:21]2[CH:22]=[C:23]([C:39]([CH3:42])([CH3:41])[CH3:40])[C:24]([O:25][CH2:26][CH2:27][CH2:28][C:29]([OH:31])=[O:30])=[C:33]([C:35]([CH3:38])([CH3:37])[CH3:36])[CH:34]=2)([CH3:18])[CH3:19])[CH:8]=[C:9]([C:12]([CH3:13])([CH3:14])[CH3:15])[C:10]=1[OH:11])([CH3:1])[CH3:3]. (3) Given the reactants [F:1][C:2]1[CH:3]=[C:4]([S:10][C:11]2[CH:12]=[CH:13][N:14]3[C:19]=2[C:18](=[O:20])[N:17]([C:21]2[CH:26]=[CH:25][CH:24]=[CH:23][CH:22]=2)[C:16]([C@@H:27]([NH:29]C(=O)OC(C)(C)C)[CH3:28])=[N:15]3)[CH:5]=[CH:6][C:7]=1[O:8][CH3:9].Cl.O1CCOCC1, predict the reaction product. The product is: [NH2:29][C@H:27]([C:16]1[N:17]([C:21]2[CH:26]=[CH:25][CH:24]=[CH:23][CH:22]=2)[C:18](=[O:20])[C:19]2=[C:11]([S:10][C:4]3[CH:5]=[CH:6][C:7]([O:8][CH3:9])=[C:2]([F:1])[CH:3]=3)[CH:12]=[CH:13][N:14]2[N:15]=1)[CH3:28].